Dataset: Full USPTO retrosynthesis dataset with 1.9M reactions from patents (1976-2016). Task: Predict the reactants needed to synthesize the given product. (1) The reactants are: C([O:4][CH2:5][C:6]1[C:11]([CH3:12])=[C:10]([CH2:13][O:14]C(=O)C)[C:9]([CH3:18])=[C:8]([CH2:19][O:20]C(=O)C)[C:7]=1[CH3:24])(=O)C. Given the product [OH:4][CH2:5][C:6]1[C:7]([CH3:24])=[C:8]([CH2:19][OH:20])[C:9]([CH3:18])=[C:10]([CH2:13][OH:14])[C:11]=1[CH3:12], predict the reactants needed to synthesize it. (2) Given the product [F:35][C:32]1[CH:31]=[CH:30][C:29]([N:12]2[CH2:13][CH2:14][C:15]3[C:20](=[CH:19][CH:18]=[C:17]([O:21][CH2:22][C:23]4[CH:24]=[CH:25][CH:26]=[CH:27][CH:28]=4)[CH:16]=3)[CH:11]2[C:9](=[O:10])[C:8]2[CH:36]=[CH:37][C:5]([O:4][CH2:3][CH2:2][CH:39]3[CH2:40][CH2:41][CH2:42][CH2:43][NH:38]3)=[CH:6][CH:7]=2)=[CH:34][CH:33]=1, predict the reactants needed to synthesize it. The reactants are: Br[CH2:2][CH2:3][O:4][C:5]1[CH:37]=[CH:36][C:8]([C:9]([CH:11]2[C:20]3[C:15](=[CH:16][C:17]([O:21][CH2:22][C:23]4[CH:28]=[CH:27][CH:26]=[CH:25][CH:24]=4)=[CH:18][CH:19]=3)[CH2:14][CH2:13][N:12]2[C:29]2[CH:34]=[CH:33][C:32]([F:35])=[CH:31][CH:30]=2)=[O:10])=[CH:7][CH:6]=1.[NH:38]1[CH2:43][CH2:42][CH2:41][CH2:40][CH2:39]1. (3) The reactants are: [CH2:1]([CH:8]1[CH2:12][O:11][C:10](=[O:13])[N:9]1[C:14](=[O:40])[CH2:15][C:16]1[CH:17]=[C:18]([C:30]2[CH:35]=[CH:34][C:33]([C:36]([F:39])([F:38])[F:37])=[CH:32][CH:31]=2)[CH:19]=[C:20]([O:22][CH2:23][C:24]2[CH:29]=[CH:28][CH:27]=[CH:26][CH:25]=2)[CH:21]=1)[C:2]1[CH:7]=[CH:6][CH:5]=[CH:4][CH:3]=1.C[Si](C)(C)[N-][Si](C)(C)C.[Na+].Br[CH2:52][C:53]([CH3:55])=[CH2:54]. Given the product [CH2:1]([CH:8]1[CH2:12][O:11][C:10](=[O:13])[N:9]1[C:14](=[O:40])[CH:15]([C:16]1[CH:17]=[C:18]([C:30]2[CH:31]=[CH:32][C:33]([C:36]([F:38])([F:39])[F:37])=[CH:34][CH:35]=2)[CH:19]=[C:20]([O:22][CH2:23][C:24]2[CH:29]=[CH:28][CH:27]=[CH:26][CH:25]=2)[CH:21]=1)[CH2:54][C:53]([CH3:55])=[CH2:52])[C:2]1[CH:3]=[CH:4][CH:5]=[CH:6][CH:7]=1, predict the reactants needed to synthesize it. (4) Given the product [NH2:11][C:12]1[N:17]=[CH:16][N:15]=[C:14]2[N:18]([CH:29]3[CH2:30][CH2:31][C:32](=[O:35])[CH2:33][CH2:34]3)[N:19]=[C:20]([C:21]3[CH:26]=[CH:25][C:24]([NH:27][C:8]([NH:7][C:2]4[CH:1]=[CH:6][CH:5]=[C:4]([CH3:37])[CH:3]=4)=[O:9])=[C:23]([F:28])[CH:22]=3)[C:13]=12, predict the reactants needed to synthesize it. The reactants are: [C:1]1(C)[C:2]([N:7]=[C:8]=[O:9])=[CH:3][CH:4]=[CH:5][CH:6]=1.[NH2:11][C:12]1[N:17]=[CH:16][N:15]=[C:14]2[N:18]([CH:29]3[CH2:34][CH2:33][C:32](=[O:35])[CH2:31][CH2:30]3)[N:19]=[C:20]([C:21]3[CH:26]=[CH:25][C:24]([NH2:27])=[C:23]([F:28])[CH:22]=3)[C:13]=12.N1C=CC=C[CH:37]=1. (5) The reactants are: Cl.C(OCC)(=O)C.C(OC(=O)[NH:14][CH:15]1[CH2:20][CH2:19][N:18]([C:21]2[CH:26]=[CH:25][C:24]([NH:27][C:28](=[O:43])[C:29]3[CH:34]=[C:33]([Cl:35])[CH:32]=[CH:31][C:30]=3[O:36]COCCOC)=[CH:23][C:22]=2[F:44])[CH2:17][CH2:16]1)(C)(C)C. Given the product [ClH:35].[NH2:14][CH:15]1[CH2:16][CH2:17][N:18]([C:21]2[CH:26]=[CH:25][C:24]([NH:27][C:28](=[O:43])[C:29]3[CH:34]=[C:33]([Cl:35])[CH:32]=[CH:31][C:30]=3[OH:36])=[CH:23][C:22]=2[F:44])[CH2:19][CH2:20]1, predict the reactants needed to synthesize it. (6) Given the product [N+:23]([C:19]1[CH:18]=[C:17]([S:14]([N:4]2[C:5]3[CH:13]=[CH:12][CH:11]=[CH:10][C:6]=3[C:7](=[O:9])[O:8][CH2:2][CH2:3]2)(=[O:16])=[O:15])[CH:22]=[CH:21][CH:20]=1)([O-:25])=[O:24], predict the reactants needed to synthesize it. The reactants are: O[CH2:2][CH2:3][N:4]([S:14]([C:17]1[CH:22]=[CH:21][CH:20]=[C:19]([N+:23]([O-:25])=[O:24])[CH:18]=1)(=[O:16])=[O:15])[C:5]1[CH:13]=[CH:12][CH:11]=[CH:10][C:6]=1[C:7]([OH:9])=[O:8].O.C1(C)C=CC(S(O)(=O)=O)=CC=1.C(=O)(O)[O-].[Na+]. (7) Given the product [O:30]([CH:4]([CH2:5][C:6]1[CH:11]=[CH:10][C:9]([O:12][CH2:13][CH2:14][CH2:15][O:16][C:17]2[CH:18]=[CH:19][C:20]([O:23][C:24]3[CH:25]=[CH:26][CH:27]=[CH:28][CH:29]=3)=[CH:21][CH:22]=2)=[CH:8][CH:7]=1)[C:3]([OH:37])=[O:2])[C:31]1[CH:32]=[CH:33][CH:34]=[CH:35][CH:36]=1, predict the reactants needed to synthesize it. The reactants are: C[O:2][C:3](=[O:37])[CH:4]([O:30][C:31]1[CH:36]=[CH:35][CH:34]=[CH:33][CH:32]=1)[CH2:5][C:6]1[CH:11]=[CH:10][C:9]([O:12][CH2:13][CH2:14][CH2:15][O:16][C:17]2[CH:22]=[CH:21][C:20]([O:23][C:24]3[CH:29]=[CH:28][CH:27]=[CH:26][CH:25]=3)=[CH:19][CH:18]=2)=[CH:8][CH:7]=1.[Li+].[OH-].Cl.